This data is from Full USPTO retrosynthesis dataset with 1.9M reactions from patents (1976-2016). The task is: Predict the reactants needed to synthesize the given product. (1) Given the product [C:15]([O:20][C:21]12[CH2:30][CH:25]3[CH2:26][CH:27]([CH2:29][C:23]([O:31][CH:32]([CH3:36])[C:33]([O:35][O:5][C:1]([CH3:4])([CH3:3])[CH3:2])=[O:34])([CH2:24]3)[CH2:22]1)[CH2:28]2)(=[O:19])[C:16]([CH3:18])=[CH2:17], predict the reactants needed to synthesize it. The reactants are: [C:1]([OH:5])([CH3:4])([CH3:3])[CH3:2].CN(C1C=CC=CN=1)C.[C:15]([O:20][C:21]12[CH2:30][CH:25]3[CH2:26][CH:27]([CH2:29][C:23]([O:31][CH:32]([CH3:36])[C:33]([OH:35])=[O:34])([CH2:24]3)[CH2:22]1)[CH2:28]2)(=[O:19])[C:16]([CH3:18])=[CH2:17].C1(N=C=NC2CCCCC2)CCCCC1. (2) The reactants are: C(P(=O)(OCC)OCC)#N.[F:11][C:12]1[CH:13]=[C:14]([C@H:18]2[CH2:23][CH2:22][CH2:21][C@@H:20]([CH:24]=[CH2:25])[NH:19]2)[CH:15]=[CH:16][CH:17]=1.[CH:26]([CH2:28][C:29](O)=[O:30])=[CH2:27].Cl. Given the product [F:11][C:12]1[CH:13]=[C:14]([C@H:18]2[CH2:23][CH2:22][CH2:21][C@@H:20]([CH:24]=[CH2:25])[N:19]2[C:29](=[O:30])[CH2:28][CH:26]=[CH2:27])[CH:15]=[CH:16][CH:17]=1, predict the reactants needed to synthesize it. (3) Given the product [F:1][C:2]([F:7])([F:6])[C:3]([OH:5])=[O:4].[F:1][C:2]([F:7])([F:6])[C:3]([OH:5])=[O:4].[CH2:38]([N:39]([C:25](=[O:27])[CH2:24][CH2:23][C:21]1[S:22][C:18]([C:16]([O:15][C:14]2[CH:13]=[CH:12][C:11]([C:8](=[NH:10])[NH2:9])=[CH:30][CH:29]=2)=[O:17])=[CH:19][C:20]=1[CH3:28])[CH2:41][C:3]([OH:5])=[O:4])[CH:37]=[CH2:36], predict the reactants needed to synthesize it. The reactants are: [F:1][C:2]([F:7])([F:6])[C:3]([OH:5])=[O:4].[C:8]([C:11]1[CH:30]=[CH:29][C:14]([O:15][C:16]([C:18]2[S:22][C:21]([CH2:23][CH2:24][C:25]([OH:27])=O)=[C:20]([CH3:28])[CH:19]=2)=[O:17])=[CH:13][CH:12]=1)(=[NH:10])[NH2:9].CCN=C=N[CH2:36][CH2:37][CH2:38][N:39]([CH3:41])C.Cl.